From a dataset of Peptide-MHC class I binding affinity with 185,985 pairs from IEDB/IMGT. Regression. Given a peptide amino acid sequence and an MHC pseudo amino acid sequence, predict their binding affinity value. This is MHC class I binding data. The peptide sequence is LLPPEDIL. The MHC is Mamu-A01 with pseudo-sequence Mamu-A01. The binding affinity (normalized) is 0.113.